Dataset: Full USPTO retrosynthesis dataset with 1.9M reactions from patents (1976-2016). Task: Predict the reactants needed to synthesize the given product. (1) Given the product [Cl:1][C:2]1[N:3]=[C:4]([O:19][C:18]2[C:11]([CH3:10])=[CH:12][C:13]([C:14]#[N:15])=[CH:16][C:17]=2[CH3:20])[CH:5]=[C:6]([Cl:8])[N:7]=1, predict the reactants needed to synthesize it. The reactants are: [Cl:1][C:2]1[N:7]=[C:6]([Cl:8])[CH:5]=[C:4](Cl)[N:3]=1.[CH3:10][C:11]1[CH:12]=[C:13]([CH:16]=[C:17]([CH3:20])[C:18]=1[OH:19])[C:14]#[N:15].C(N(CC)C(C)C)(C)C. (2) Given the product [Cl:16][C:17]1[CH:18]=[CH:19][C:20]([C:23]2[N:27]([C:4]3[C:5]4[C:10](=[CH:9][CH:8]=[C:7]([C:12]#[N:13])[CH:6]=4)[O:11][C:2]([CH3:15])([CH3:1])[CH:3]=3)[CH:26]=[N:25][CH:24]=2)=[CH:21][CH:22]=1, predict the reactants needed to synthesize it. The reactants are: [CH3:1][C:2]1([CH3:15])[O:11][C:10]2[C:5](=[CH:6][C:7]([C:12]#[N:13])=[CH:8][CH:9]=2)[CH:4]2O[CH:3]12.[Cl:16][C:17]1[CH:22]=[CH:21][C:20]([C:23]2[NH:27][CH:26]=[N:25][CH:24]=2)=[CH:19][CH:18]=1. (3) Given the product [CH3:6][S:7]([C:10]1[CH:11]=[CH:12][C:13]([C:16]2[CH:21]=[CH:20][C:19]([C:22]3[O:23][C:24]([CH3:31])=[C:25]([CH2:27][CH2:28][CH2:29][O:30][S:2]([CH3:1])(=[O:4])=[O:3])[N:26]=3)=[CH:18][CH:17]=2)=[CH:14][CH:15]=1)(=[O:8])=[O:9], predict the reactants needed to synthesize it. The reactants are: [CH3:1][S:2](Cl)(=[O:4])=[O:3].[CH3:6][S:7]([C:10]1[CH:15]=[CH:14][C:13]([C:16]2[CH:21]=[CH:20][C:19]([C:22]3[O:23][C:24]([CH3:31])=[C:25]([CH2:27][CH2:28][CH2:29][OH:30])[N:26]=3)=[CH:18][CH:17]=2)=[CH:12][CH:11]=1)(=[O:9])=[O:8].C(N(CC)CC)C. (4) Given the product [C:14]([O:18][C:19]([N:21]1[C:29]2[C:24](=[CH:25][CH:26]=[CH:27][CH:28]=2)[CH:23]=[C:22]1[C:30]1[CH:35]=[C:34](/[CH:36]=[CH:2]/[C:1](=[O:3])[C:4]2[CH:5]=[CH:6][C:7]([S:10]([NH2:13])(=[O:11])=[O:12])=[CH:8][CH:9]=2)[C:33]([O:38][CH3:39])=[CH:32][C:31]=1[O:40][CH3:41])=[O:20])([CH3:17])([CH3:16])[CH3:15], predict the reactants needed to synthesize it. The reactants are: [C:1]([C:4]1[CH:9]=[CH:8][C:7]([S:10]([NH2:13])(=[O:12])=[O:11])=[CH:6][CH:5]=1)(=[O:3])[CH3:2].[C:14]([O:18][C:19]([N:21]1[C:29]2[C:24](=[CH:25][CH:26]=[CH:27][CH:28]=2)[CH:23]=[C:22]1[C:30]1[CH:35]=[C:34]([CH:36]=O)[C:33]([O:38][CH3:39])=[CH:32][C:31]=1[O:40][CH3:41])=[O:20])([CH3:17])([CH3:16])[CH3:15].